From a dataset of Full USPTO retrosynthesis dataset with 1.9M reactions from patents (1976-2016). Predict the reactants needed to synthesize the given product. (1) Given the product [ClH:32].[O:23]1[C:17]2[CH:16]=[CH:15][C:14]([C:10]3[CH:11]=[C:12]4[N:13]=[C:5]([NH:4][C:1](=[O:3])[CH3:2])[S:6][C:7]4=[N:8][CH:9]=3)=[CH:31][C:18]=2[CH2:19][NH:20][CH2:21][CH2:22]1, predict the reactants needed to synthesize it. The reactants are: [C:1]([NH:4][C:5]1[S:6][C:7]2[C:12]([N:13]=1)=[CH:11][C:10]([C:14]1[CH:15]=[CH:16][C:17]3[O:23][CH2:22][CH2:21][N:20](C(OC(C)(C)C)=O)[CH2:19][C:18]=3[CH:31]=1)=[CH:9][N:8]=2)(=[O:3])[CH3:2].[ClH:32]. (2) Given the product [F:1][C:2]1[CH:7]=[C:6]([F:8])[CH:5]=[CH:4][C:3]=1[S:9]([NH:12][C:13]1[C:14]([O:29][CH3:30])=[N:15][CH:16]=[C:17]([C:19]2[CH:24]=[CH:23][N:22]3[N:25]=[CH:26][C:27]([C:41]#[C:40][CH:39]([OH:42])[CH3:38])=[C:21]3[N:20]=2)[CH:18]=1)(=[O:11])=[O:10], predict the reactants needed to synthesize it. The reactants are: [F:1][C:2]1[CH:7]=[C:6]([F:8])[CH:5]=[CH:4][C:3]=1[S:9]([NH:12][C:13]1[C:14]([O:29][CH3:30])=[N:15][CH:16]=[C:17]([C:19]2[CH:24]=[CH:23][N:22]3[N:25]=[CH:26][C:27](I)=[C:21]3[N:20]=2)[CH:18]=1)(=[O:11])=[O:10].C(N(CC)CC)C.[CH3:38][CH:39]([OH:42])[C:40]#[CH:41]. (3) Given the product [F:13][C:12]1[C:7]2[N:6]=[C:5]([O:31][C@H:32]3[CH2:36][O:35][CH:34]4[C@@H:37]([OH:40])[CH2:38][O:39][CH:33]34)[NH:4][C:8]=2[CH:9]=[C:10]([F:30])[C:11]=1[C:14]1[CH:15]=[CH:16][C:17]([C:20]2[CH:25]=[CH:24][C:23]([C:26]([O:28][CH3:29])=[O:27])=[CH:22][CH:21]=2)=[CH:18][CH:19]=1, predict the reactants needed to synthesize it. The reactants are: C([N:4]1[C:8]2[CH:9]=[C:10]([F:30])[C:11]([C:14]3[CH:19]=[CH:18][C:17]([C:20]4[CH:25]=[CH:24][C:23]([C:26]([O:28][CH3:29])=[O:27])=[CH:22][CH:21]=4)=[CH:16][CH:15]=3)=[C:12]([F:13])[C:7]=2[N:6]=[C:5]1[O:31][C@H:32]1[CH2:36][O:35][CH:34]2[C@@H:37]([OH:40])[CH2:38][O:39][CH:33]12)C=C.CN1C(=O)CC(=O)N(C)C1=O.